From a dataset of Experimentally validated miRNA-target interactions with 360,000+ pairs, plus equal number of negative samples. Binary Classification. Given a miRNA mature sequence and a target amino acid sequence, predict their likelihood of interaction. (1) The miRNA is hsa-miR-7-2-3p with sequence CAACAAAUCCCAGUCUACCUAA. The protein sequence of the target gene is MGKDYYCILGIEKGASDEDIKKAYRKQALKFHPDKNKSPQAEEKFKEVAEAYEVLSDPKKREIYDQFGEEGLKGGAGGTDGQGGTFRYTFHGDPHATFAAFFGGSNPFEIFFGRRMGGGRDSEEMEIDGDPFSAFGFSMNGYPRDRNSVGPSRLKQDPPVIHELRVSLEEIYSGCTKRMKISRKRLNADGRSYRSEDKILTIEIKKGWKEGTKITFPREGDETPNSIPADIVFIIKDKDHPKFKRDGSNIIYTAKISLREALCGCSINVPTLDGRNIPMSVNDIVKPGMRRRIIGYGLPF.... Result: 1 (interaction). (2) The miRNA is hsa-miR-7974 with sequence AGGCUGUGAUGCUCUCCUGAGCCC. The protein sequence of the target gene is MPRLPVKKIRKQMKLLLLLLLLSCAAWLTYVHLGLVRQGRALRQRLGYGRDGEKLTSETDGRGVHAAPSTQRAEDSSESREEEQAPEGRDLDMLFPGGAGRLPLNFTHQTPPWREEYKGQVNLHVFEDWCGGAVGHLRRNLHFPLFPHTRTTVKKLAVSPKWKNYGLRIFGFIHPARDGDVQFSVASDDNSEFWLSLDESPAAAQLVAFVGKTGSEWTAPGEFTKFSSQVSKPRRLMASRRYYFELLHKQDDRGSDHVEVGWRAFLPGLKFEVISSAHISLYTDESALKMDHVAHVPQSP.... Result: 1 (interaction). (3) The miRNA is hsa-miR-4740-3p with sequence GCCCGAGAGGAUCCGUCCCUGC. The protein sequence of the target gene is MTMDSGADNQQSGDAAVTEAESQQMTVQAQPQIATLAQVSMPAAHATSSAPTVTLVQLPNGQTVQVHGVIQAAQPSVIQSPQVQTVQISTIAESEDSQESVDSVTDSQKRREILSRRPSYRKILNDLSSDAPGVPRIEEEKSEEETSAPAITTVTVPTPIYQTSSGQYIAITQGGAIQLANNGTDGVQGLQTLTMTNAAATQPGTTILQYAQTTDGQQILVPSNQVVVQAASGDVQTYQIRTAPTSTIAPGVVMASSPALPTQPAEEAARKREVRLMKNREAARECRRKKKEYVKCLENR.... Result: 0 (no interaction). (4) The miRNA is mmu-miR-149-5p with sequence UCUGGCUCCGUGUCUUCACUCCC. The protein sequence of the target gene is MGRVPLAWWLALCCWGCAAHKDTQTEAGSPFVGNPGNITGARGLTGTLRCELQVQGEPPEVVWLRDGQILELADNTQTQVPLGEDWQDEWKVVSQLRISALQLSDAGEYQCMVHLEGRTFVSQPGFVGLEGLPYFLEEPEDKAVPANTPFNLSCQAQGPPEPVTLLWLQDAVPLAPVTGHSSQHSLQTPGLNKTSSFSCEAHNAKGVTTSRTATITVLPQRPHHLHVVSRQPTELEVAWTPGLSGIYPLTHCNLQAVLSDDGVGIWLGKSDPPEDPLTLQVSVPPHQLRLEKLLPHTPYH.... Result: 1 (interaction). (5) The miRNA is hsa-miR-365a-3p with sequence UAAUGCCCCUAAAAAUCCUUAU. The protein sequence of the target gene is MNKSENLLFAGSSLASQVHAAAVNGDKGALQRLIVGNSALKDKEDQFGRTPLMYCVLADRLDCADALLKAGADVNKTDHSQRTALHLAAQKGNYRFMKLLLTRRANWMQKDLEEMTPLHLTTRHRSPKCLALLLKFMAPGEVDTQDKNKQTALHWSAYYNNPEHVKLLIKHDSNIGIPDVEGKIPLHWAANHKDPSAVHTVRCILDAAPTESLLNWQDYEGRTPLHFAVADGNVTVVDVLTSYESCNITSYDNLFRTPLHWAALLGHAQIVHLLLERNKSGTIPSDSQGATPLHYAAQSN.... Result: 0 (no interaction). (6) The miRNA is hsa-miR-4291 with sequence UUCAGCAGGAACAGCU. The protein sequence of the target gene is MARLLWLLRGLTLGTAPRRAVRGQAGGGGPGTGPGLGEAGSLATCELPLAKSEWQKKLTPEQFYVTREKGTEPPFSGIYLNNKEAGMYHCVCCDSPLFSSEKKYCSGTGWPSFSEAHGTSGSDESHTGILRRLDTSLGSARTEVVCKQCEAHLGHVFPDGPGPNGQRFCINSVALKFKPRKH. Result: 0 (no interaction).